From a dataset of Full USPTO retrosynthesis dataset with 1.9M reactions from patents (1976-2016). Predict the reactants needed to synthesize the given product. Given the product [OH:15][CH2:16][CH2:17][N:18]1[CH2:23][CH2:22][N:21]([C:2]2[CH:3]=[CH:4][C:5]([N+:12]([O-:14])=[O:13])=[C:6]([CH:11]=2)[C:7]([NH:9][CH3:10])=[O:8])[CH2:20][CH2:19]1, predict the reactants needed to synthesize it. The reactants are: F[C:2]1[CH:3]=[CH:4][C:5]([N+:12]([O-:14])=[O:13])=[C:6]([CH:11]=1)[C:7]([NH:9][CH3:10])=[O:8].[OH:15][CH2:16][CH2:17][N:18]1[CH2:23][CH2:22][NH:21][CH2:20][CH2:19]1.CCN(C(C)C)C(C)C.